Task: Predict which catalyst facilitates the given reaction.. Dataset: Catalyst prediction with 721,799 reactions and 888 catalyst types from USPTO (1) Reactant: [CH:1]1([NH:7][C:8]2[C:12]3([CH2:17][CH2:16][NH:15][CH2:14][CH2:13]3)[N:11]([C:18]3[CH:23]=[CH:22][CH:21]=[C:20]([F:24])[CH:19]=3)[C:10](=[O:25])[N:9]=2)[CH2:6][CH2:5][CH2:4][CH2:3][CH2:2]1.CCN(C(C)C)C(C)C.[CH:35]([C:37]1[CH:38]=[C:39]([CH2:43][CH:44]([CH3:47])[C:45]#[N:46])[CH:40]=[CH:41][CH:42]=1)=O.C(O[BH-](OC(=O)C)OC(=O)C)(=O)C.[Na+]. Product: [CH:1]1([NH:7][C:8]2[C:12]3([CH2:13][CH2:14][N:15]([CH2:35][C:37]4[CH:38]=[C:39]([CH2:43][CH:44]([CH3:47])[C:45]#[N:46])[CH:40]=[CH:41][CH:42]=4)[CH2:16][CH2:17]3)[N:11]([C:18]3[CH:23]=[CH:22][CH:21]=[C:20]([F:24])[CH:19]=3)[C:10](=[O:25])[N:9]=2)[CH2:2][CH2:3][CH2:4][CH2:5][CH2:6]1. The catalyst class is: 68. (2) Reactant: CO[C:3](=[O:13])[C:4]1[CH:9]=[C:8]([Cl:10])[CH:7]=[C:6]([Cl:11])[C:5]=1[NH2:12].[C:14]([NH2:18])([CH3:17])([CH3:16])[CH3:15]. Product: [C:14]([NH:18][C:3](=[O:13])[C:4]1[CH:9]=[C:8]([Cl:10])[CH:7]=[C:6]([Cl:11])[C:5]=1[NH2:12])([CH3:17])([CH3:16])[CH3:15]. The catalyst class is: 5. (3) Reactant: [F:1][C:2]([F:18])([F:17])[C:3]1[O:7][N:6]=[C:5]([C:8]2[S:12][C:11]([C:13]([OH:15])=O)=[CH:10][CH:9]=2)[C:4]=1[CH3:16].[NH:19]1[CH2:24][CH2:23][C@H:22]([OH:25])[C@H:21]([OH:26])[CH2:20]1.C1COCC1.CN(C=O)C. Product: [CH3:16][C:4]1[C:5]([C:8]2[S:12][C:11]([C:13]([N:19]3[CH2:24][CH2:23][C@H:22]([OH:25])[C@H:21]([OH:26])[CH2:20]3)=[O:15])=[CH:10][CH:9]=2)=[N:6][O:7][C:3]=1[C:2]([F:1])([F:18])[F:17]. The catalyst class is: 66. (4) Reactant: [CH:1]1([CH2:7][O:8][C:9]2[CH:10]=[C:11]([C:15](=[CH2:26])[CH2:16][CH2:17][NH:18][C:19](=[O:25])[O:20][C:21]([CH3:24])([CH3:23])[CH3:22])[CH:12]=[CH:13][CH:14]=2)[CH2:6][CH2:5][CH2:4][CH2:3][CH2:2]1.[OH-:27].[Na+].OO. Product: [CH:1]1([CH2:7][O:8][C:9]2[CH:10]=[C:11]([CH:15]([CH2:26][OH:27])[CH2:16][CH2:17][NH:18][C:19](=[O:25])[O:20][C:21]([CH3:22])([CH3:23])[CH3:24])[CH:12]=[CH:13][CH:14]=2)[CH2:2][CH2:3][CH2:4][CH2:5][CH2:6]1. The catalyst class is: 1. (5) Reactant: [Cl:1][C:2]1[CH:7]=[CH:6][CH:5]=[CH:4][C:3]=1[CH:8]([N:19]1[CH2:24][CH2:23][C:22]2[NH:25][CH:26]=[CH:27][C:21]=2[CH2:20]1)[CH2:9][CH2:10][CH2:11][CH2:12][C:13]([CH3:18])([CH3:17])[C:14]([OH:16])=[O:15].Cl. Product: [ClH:1].[Cl:1][C:2]1[CH:7]=[CH:6][CH:5]=[CH:4][C:3]=1[CH:8]([N:19]1[CH2:24][CH2:23][C:22]2[NH:25][CH:26]=[CH:27][C:21]=2[CH2:20]1)[CH2:9][CH2:10][CH2:11][CH2:12][C:13]([CH3:18])([CH3:17])[C:14]([OH:16])=[O:15]. The catalyst class is: 27. (6) Reactant: [CH3:1][O:2][C:3]([C:5]1[C:6]2[CH:14]=[CH:13][C:12]([Cl:15])=[CH:11][C:7]=2[S:8][C:9]=1[OH:10])=[O:4].C(Cl)Cl.[O:19](S(C(F)(F)F)(=O)=O)[S:20]([C:23]([F:26])([F:25])[F:24])(=O)=[O:21]. Product: [CH3:1][O:2][C:3]([C:5]1[C:6]2[CH:14]=[CH:13][C:12]([Cl:15])=[CH:11][C:7]=2[S:8][C:9]=1[O:10][S:20]([C:23]([F:26])([F:25])[F:24])(=[O:21])=[O:19])=[O:4]. The catalyst class is: 424. (7) Reactant: [NH2:1][C:2]1[C:3]([NH:12][CH2:13][CH:14]([O:17][CH3:18])[O:15][CH3:16])=[C:4]([CH:9]=[CH:10][CH:11]=1)[C:5]([O:7][CH3:8])=[O:6].CO[C:21]([C:26]1[CH:31]=[CH:30][CH:29]=[CH:28][CH:27]=1)(OC)OC. Product: [CH3:16][O:15][CH:14]([O:17][CH3:18])[CH2:13][N:12]1[C:3]2[C:4]([C:5]([O:7][CH3:8])=[O:6])=[CH:9][CH:10]=[CH:11][C:2]=2[N:1]=[C:21]1[C:26]1[CH:31]=[CH:30][CH:29]=[CH:28][CH:27]=1. The catalyst class is: 15.